Dataset: Forward reaction prediction with 1.9M reactions from USPTO patents (1976-2016). Task: Predict the product of the given reaction. Given the reactants [N:1]1[NH:2][C:3](=[O:10])[N:4]2[CH:9]=[CH:8][N:7]=[CH:6][C:5]=12, predict the reaction product. The product is: [N:1]1[NH:2][C:3](=[O:10])[N:4]2[CH2:9][CH2:8][NH:7][CH2:6][C:5]=12.